Dataset: NCI-60 drug combinations with 297,098 pairs across 59 cell lines. Task: Regression. Given two drug SMILES strings and cell line genomic features, predict the synergy score measuring deviation from expected non-interaction effect. (1) Drug 1: C(=O)(N)NO. Drug 2: CC1CCC2CC(C(=CC=CC=CC(CC(C(=O)C(C(C(=CC(C(=O)CC(OC(=O)C3CCCCN3C(=O)C(=O)C1(O2)O)C(C)CC4CCC(C(C4)OC)O)C)C)O)OC)C)C)C)OC. Cell line: EKVX. Synergy scores: CSS=5.43, Synergy_ZIP=-1.68, Synergy_Bliss=-0.577, Synergy_Loewe=-0.793, Synergy_HSA=-0.488. (2) Drug 1: CC12CCC3C(C1CCC2=O)CC(=C)C4=CC(=O)C=CC34C. Drug 2: CN(CC1=CN=C2C(=N1)C(=NC(=N2)N)N)C3=CC=C(C=C3)C(=O)NC(CCC(=O)O)C(=O)O. Cell line: SF-268. Synergy scores: CSS=23.5, Synergy_ZIP=-1.92, Synergy_Bliss=1.64, Synergy_Loewe=-5.46, Synergy_HSA=0.796. (3) Synergy scores: CSS=11.9, Synergy_ZIP=-6.15, Synergy_Bliss=-8.94, Synergy_Loewe=-8.40, Synergy_HSA=-7.34. Drug 1: CN(CCCl)CCCl.Cl. Cell line: OVCAR3. Drug 2: C1C(C(OC1N2C=NC3=C2NC=NCC3O)CO)O.